This data is from Forward reaction prediction with 1.9M reactions from USPTO patents (1976-2016). The task is: Predict the product of the given reaction. Given the reactants Cl[C:2]1[CH:3]=[CH:4][C:5](=[O:23])[N:6]([CH2:8][CH2:9][O:10][C:11]2[C:20]3[C:15](=[CH:16][C:17]([O:21][CH3:22])=[CH:18][CH:19]=3)[N:14]=[CH:13][CH:12]=2)[N:7]=1.Br[C:25]1[CH:33]=[CH:32][C:28]([C:29]([OH:31])=[O:30])=[C:27]([Cl:34])[CH:26]=1.C([O-])([O-])=O.[Na+].[Na+].ClCCl, predict the reaction product. The product is: [Cl:34][C:27]1[CH:26]=[C:25]([C:2]2[CH:3]=[CH:4][C:5](=[O:23])[N:6]([CH2:8][CH2:9][O:10][C:11]3[C:20]4[C:15](=[CH:16][C:17]([O:21][CH3:22])=[CH:18][CH:19]=4)[N:14]=[CH:13][CH:12]=3)[N:7]=2)[CH:33]=[CH:32][C:28]=1[C:29]([OH:31])=[O:30].